Task: Predict the product of the given reaction.. Dataset: Forward reaction prediction with 1.9M reactions from USPTO patents (1976-2016) The product is: [C:1]([O:5][C:6]([N:8]([C:30]([O:32][C:33]([CH3:36])([CH3:35])[CH3:34])=[O:31])[C@@H:9]([CH2:10][CH2:11][CH:12]([OH:22])[CH2:13][CH2:14][C:15]([O:17][C:18]([CH3:21])([CH3:20])[CH3:19])=[O:16])[C:23]([O:25][C:26]([CH3:29])([CH3:28])[CH3:27])=[O:24])=[O:7])([CH3:2])([CH3:3])[CH3:4]. Given the reactants [C:1]([O:5][C:6]([N:8]([C:30]([O:32][C:33]([CH3:36])([CH3:35])[CH3:34])=[O:31])[C@H:9]([C:23]([O:25][C:26]([CH3:29])([CH3:28])[CH3:27])=[O:24])[CH2:10][CH2:11][CH:12]([OH:22])[C:13]#[C:14][C:15]([O:17][C:18]([CH3:21])([CH3:20])[CH3:19])=[O:16])=[O:7])([CH3:4])([CH3:3])[CH3:2], predict the reaction product.